From a dataset of NCI-60 drug combinations with 297,098 pairs across 59 cell lines. Regression. Given two drug SMILES strings and cell line genomic features, predict the synergy score measuring deviation from expected non-interaction effect. (1) Cell line: CCRF-CEM. Drug 2: C1CC(C1)(C(=O)O)C(=O)O.[NH2-].[NH2-].[Pt+2]. Drug 1: CC1C(C(CC(O1)OC2CC(CC3=C2C(=C4C(=C3O)C(=O)C5=C(C4=O)C(=CC=C5)OC)O)(C(=O)C)O)N)O.Cl. Synergy scores: CSS=64.6, Synergy_ZIP=-4.37, Synergy_Bliss=-5.17, Synergy_Loewe=-6.19, Synergy_HSA=-2.55. (2) Drug 1: CCCCC(=O)OCC(=O)C1(CC(C2=C(C1)C(=C3C(=C2O)C(=O)C4=C(C3=O)C=CC=C4OC)O)OC5CC(C(C(O5)C)O)NC(=O)C(F)(F)F)O. Drug 2: CS(=O)(=O)OCCCCOS(=O)(=O)C. Cell line: BT-549. Synergy scores: CSS=47.8, Synergy_ZIP=2.15, Synergy_Bliss=2.08, Synergy_Loewe=-5.20, Synergy_HSA=1.93.